From a dataset of Full USPTO retrosynthesis dataset with 1.9M reactions from patents (1976-2016). Predict the reactants needed to synthesize the given product. (1) Given the product [C:9]([C:12]1[C:13]([O:22][CH2:23][C:24]2[CH:29]=[CH:28][CH:27]=[CH:26][CH:25]=2)=[CH:14][C:15]([NH:18][C:19](=[O:21])[CH3:20])=[C:16]([Br:1])[CH:17]=1)(=[O:11])[CH3:10], predict the reactants needed to synthesize it. The reactants are: [Br:1]N1C(=O)CCC1=O.[C:9]([C:12]1[CH:17]=[CH:16][C:15]([NH:18][C:19](=[O:21])[CH3:20])=[CH:14][C:13]=1[O:22][CH2:23][C:24]1[CH:29]=[CH:28][CH:27]=[CH:26][CH:25]=1)(=[O:11])[CH3:10]. (2) Given the product [CH3:4][N:5]([CH2:1][C:10]1[N:9]([CH2:7][CH3:8])[CH:13]=[CH:12][CH:11]=1)[CH3:6], predict the reactants needed to synthesize it. The reactants are: [CH2:1]=O.Cl.[CH3:4][NH:5][CH3:6].[CH2:7]([N:9]1[CH:13]=[CH:12][CH:11]=[CH:10]1)[CH3:8].